This data is from Catalyst prediction with 721,799 reactions and 888 catalyst types from USPTO. The task is: Predict which catalyst facilitates the given reaction. (1) Product: [F:1][C:2]1[CH:7]=[CH:6][C:5]([OH:42])=[CH:4][C:3]=1[C@:17]1([CH2:36][F:37])[CH2:22][C@@H:21]([C:23]([F:24])([F:25])[F:26])[O:20][C:19]([NH:27][C:28](=[O:35])[C:29]2[CH:34]=[CH:33][CH:32]=[CH:31][CH:30]=2)=[N:18]1. Reactant: [F:1][C:2]1[CH:7]=[CH:6][C:5](B2OC(C)(C)C(C)(C)O2)=[CH:4][C:3]=1[C@:17]1([CH2:36][F:37])[CH2:22][C@@H:21]([C:23]([F:26])([F:25])[F:24])[O:20][C:19]([NH:27][C:28](=[O:35])[C:29]2[CH:34]=[CH:33][CH:32]=[CH:31][CH:30]=2)=[N:18]1.OO.O.C([O-])(O)=[O:42].[Na+]. The catalyst class is: 1. (2) Reactant: CO.[CH3:3][NH2:4].CO.F[C:8]1[CH:15]=[CH:14][C:11]([C:12]#[N:13])=[CH:10][CH:9]=1. Product: [CH3:3][NH:4][C:8]1[CH:15]=[CH:14][C:11]([C:12]#[N:13])=[CH:10][CH:9]=1. The catalyst class is: 6. (3) Reactant: [CH2:1]([NH:3][C:4](=[O:18])[NH:5][NH:6][C:7](=O)[C:8]1[CH:13]=[CH:12][CH:11]=[CH:10][C:9]=1[N+:14]([O-:16])=[O:15])[CH3:2].C(N(CC)CC)C. Product: [CH2:1]([NH:3][C:4]1[O:18][C:7]([C:8]2[CH:13]=[CH:12][CH:11]=[CH:10][C:9]=2[N+:14]([O-:16])=[O:15])=[N:6][N:5]=1)[CH3:2]. The catalyst class is: 64.